Dataset: Catalyst prediction with 721,799 reactions and 888 catalyst types from USPTO. Task: Predict which catalyst facilitates the given reaction. (1) Reactant: [F:1][C:2]([F:40])([F:39])[C:3]1[CH:4]=[C:5]([NH:13][C:14](=[O:38])[N:15]([CH2:28][C:29]2[CH:37]=[CH:36][C:32]([C:33](O)=[O:34])=[CH:31][CH:30]=2)[C:16]2[CH:21]=[CH:20][C:19]([CH:22]3[CH2:27][CH2:26][CH2:25][CH2:24][CH2:23]3)=[CH:18][CH:17]=2)[CH:6]=[C:7]([C:9]([F:12])([F:11])[F:10])[CH:8]=1.ON1C2N=CC=CC=2N=N1.CCN=C=NCCCN(C)C.[CH2:62]([O:64][C:65](=[O:70])[C@H:66]([OH:69])[CH2:67][NH2:68])[CH3:63].C(N(C(C)C)CC)(C)C. Product: [CH2:62]([O:64][C:65](=[O:70])[C@H:66]([OH:69])[CH2:67][NH:68][C:33](=[O:34])[C:32]1[CH:31]=[CH:30][C:29]([CH2:28][N:15]([C:16]2[CH:17]=[CH:18][C:19]([CH:22]3[CH2:23][CH2:24][CH2:25][CH2:26][CH2:27]3)=[CH:20][CH:21]=2)[C:14]([NH:13][C:5]2[CH:6]=[C:7]([C:9]([F:10])([F:11])[F:12])[CH:8]=[C:3]([C:2]([F:1])([F:39])[F:40])[CH:4]=2)=[O:38])=[CH:37][CH:36]=1)[CH3:63]. The catalyst class is: 18. (2) Reactant: [NH:1]1[CH:5]=[CH:4][C:3]([CH2:6][C:7]#[N:8])=[N:2]1.[CH3:9][N:10]([CH:12](OC)OC)[CH3:11]. Product: [CH3:9][N:10]([CH3:11])/[CH:12]=[C:6](/[C:3]1[CH:4]=[CH:5][NH:1][N:2]=1)\[C:7]#[N:8]. The catalyst class is: 11. (3) Reactant: [H-].[Al+3].[Li+].[H-].[H-].[H-].[CH2:7]([O:14][C:15]1[CH:29]=[CH:28][C:18]([CH2:19][CH:20]2[N:25]([CH3:26])[C:24](=O)[CH2:23][O:22][CH2:21]2)=[CH:17][CH:16]=1)[C:8]1[CH:13]=[CH:12][CH:11]=[CH:10][CH:9]=1. Product: [CH2:7]([O:14][C:15]1[CH:29]=[CH:28][C:18]([CH2:19][CH:20]2[CH2:21][O:22][CH2:23][CH2:24][N:25]2[CH3:26])=[CH:17][CH:16]=1)[C:8]1[CH:9]=[CH:10][CH:11]=[CH:12][CH:13]=1. The catalyst class is: 7. (4) Reactant: [C:1]([O:5][C:6]([N:8]1[CH2:13][CH2:12][CH:11]([N:14]2[C:18]([C:19]3[CH:24]=[CH:23][N:22]=[C:21](S(C)(=O)=O)[N:20]=3)=[C:17]([C:29]3[CH:34]=[CH:33][C:32]([F:35])=[CH:31][CH:30]=3)[C:16](=[O:36])[N:15]2[CH3:37])[CH2:10][CH2:9]1)=[O:7])([CH3:4])([CH3:3])[CH3:2].[NH2:38][C@H:39]([CH2:41][O:42][CH3:43])[CH3:40]. Product: [C:1]([O:5][C:6]([N:8]1[CH2:13][CH2:12][CH:11]([N:14]2[C:18]([C:19]3[CH:24]=[CH:23][N:22]=[C:21]([NH:38][C@@H:39]([CH3:40])[CH2:41][O:42][CH3:43])[N:20]=3)=[C:17]([C:29]3[CH:34]=[CH:33][C:32]([F:35])=[CH:31][CH:30]=3)[C:16](=[O:36])[N:15]2[CH3:37])[CH2:10][CH2:9]1)=[O:7])([CH3:4])([CH3:3])[CH3:2]. The catalyst class is: 11. (5) Reactant: Cl[C:2]1[CH:11]=[CH:10][C:5]([C:6]([NH:8][OH:9])=[NH:7])=C[CH:3]=1.C(C1C=CC=CN=1)#[N:13].Cl.NO.C(=O)([O-])[O-].[Na+].[Na+]. Product: [OH:9][NH:8][C:6]([C:5]1[CH:10]=[CH:11][CH:2]=[CH:3][N:13]=1)=[NH:7]. The catalyst class is: 6. (6) Reactant: [NH2:1][C:2]1[CH:7]=[CH:6][C:5]([OH:8])=[CH:4][CH:3]=1.[C:9]1(=O)[O:14][C:12](=[O:13])[C:11]2=[CH:15][CH:16]=[CH:17][CH:18]=[C:10]12. Product: [OH:8][C:5]1[CH:6]=[CH:7][C:2]([N:1]2[C:12](=[O:13])[C:11]3=[CH:15][CH:16]=[CH:17][CH:18]=[C:10]3[C:9]2=[O:14])=[CH:3][CH:4]=1. The catalyst class is: 14. (7) Reactant: Cl[C:2]1[N:7]([CH3:8])[C:6](=[O:9])[CH:5]=[C:4]([C:10]2[CH:15]=[CH:14][N:13]=[CH:12][CH:11]=2)[N:3]=1.[CH2:16]1[CH:21]2[C:22]3[C:27]([CH2:28][CH2:29][N:20]2[CH2:19][CH2:18][NH:17]1)=[CH:26][CH:25]=[CH:24][CH:23]=3.C(N(CC)CC)C. Product: [CH2:16]1[CH:21]2[C:22]3[C:27]([CH2:28][CH2:29][N:20]2[CH2:19][CH2:18][N:17]1[C:2]1[N:7]([CH3:8])[C:6](=[O:9])[CH:5]=[C:4]([C:10]2[CH:15]=[CH:14][N:13]=[CH:12][CH:11]=2)[N:3]=1)=[CH:26][CH:25]=[CH:24][CH:23]=3. The catalyst class is: 9. (8) Reactant: Br[C:2]1[CH:7]=[C:6]([O:8][CH2:9][C:10]2[CH:15]=[CH:14][CH:13]=[CH:12][CH:11]=2)[C:5]([NH:16][C:17](=[O:19])[CH3:18])=[C:4]([N+:20]([O-:22])=[O:21])[CH:3]=1.[CH3:23][N:24](C)C=O. Product: [C:23]([C:2]1[CH:7]=[C:6]([O:8][CH2:9][C:10]2[CH:15]=[CH:14][CH:13]=[CH:12][CH:11]=2)[C:5]([NH:16][C:17](=[O:19])[CH3:18])=[C:4]([N+:20]([O-:22])=[O:21])[CH:3]=1)#[N:24]. The catalyst class is: 267. (9) Reactant: [NH2:1][C@H:2]([CH3:7])[CH2:3][C:4]([OH:6])=[O:5].[C:8](=O)([O:14]C(C)(C)C)[O:9][C:10]([CH3:13])([CH3:12])[CH3:11]. Product: [C:10]([O:9][C:8]([NH:1][C@H:2]([CH3:7])[CH2:3][C:4]([OH:6])=[O:5])=[O:14])([CH3:13])([CH3:12])[CH3:11]. The catalyst class is: 38. (10) Reactant: [CH:1]1([NH:4][C:5](=[O:49])[NH:6][C:7]2[CH:47]=[CH:46][C:10]([O:11][C:12]3[CH:17]=[CH:16][N:15]=[C:14]4[CH:18]=[C:19]([C:21]5[N:26]=[CH:25][C:24]([CH2:27][N:28]([CH2:40][C:41]([O:43][CH2:44][CH3:45])=[O:42])[CH:29]6[CH2:32][N:31](C(OC(C)(C)C)=O)[CH2:30]6)=[CH:23][CH:22]=5)[S:20][C:13]=34)=[C:9]([F:48])[CH:8]=2)[CH2:3][CH2:2]1.Cl.O1CCOCC1. Product: [NH:31]1[CH2:30][CH:29]([N:28]([CH2:27][C:24]2[CH:25]=[N:26][C:21]([C:19]3[S:20][C:13]4[C:14](=[N:15][CH:16]=[CH:17][C:12]=4[O:11][C:10]4[CH:46]=[CH:47][C:7]([NH:6][C:5]([NH:4][CH:1]5[CH2:2][CH2:3]5)=[O:49])=[CH:8][C:9]=4[F:48])[CH:18]=3)=[CH:22][CH:23]=2)[CH2:40][C:41]([O:43][CH2:44][CH3:45])=[O:42])[CH2:32]1. The catalyst class is: 2.